This data is from Reaction yield outcomes from USPTO patents with 853,638 reactions. The task is: Predict the reaction yield, written as a fraction of the theoretical maximum amount of product (1.0 means a 100% yield; for example, 0.34 means a 34% yield). (1) The reactants are [OH:1][NH:2][C:3](=[NH:13])[C:4]1[CH:9]=[CH:8][C:7]([N+:10]([O-:12])=[O:11])=[CH:6][CH:5]=1.[CH2:14](OC(OCC)OCC)C. No catalyst specified. The product is [N+:10]([C:7]1[CH:6]=[CH:5][C:4]([C:3]2[N:13]=[CH:14][O:1][N:2]=2)=[CH:9][CH:8]=1)([O-:12])=[O:11]. The yield is 0.920. (2) The reactants are ClC(Cl)(O[C:5](=[O:11])OC(Cl)(Cl)Cl)Cl.[CH2:13]([O:20][C:21]1[CH:26]=[CH:25][C:24]([C@@H:27]2[NH:32][CH2:31][CH2:30][N:29]3[C:33](=[O:36])[CH2:34][CH2:35][C@@H:28]23)=[C:23]([CH3:37])[CH:22]=1)[C:14]1[CH:19]=[CH:18][CH:17]=[CH:16][CH:15]=1.[CH2:38]([C:40]1[CH:41]=[C:42]([C@H:50]([NH:52][CH3:53])[CH3:51])[CH:43]=[C:44]([C:46]([F:49])([F:48])[F:47])[CH:45]=1)[CH3:39]. The catalyst is CCOC(C)=O.CN(C1C=CN=CC=1)C. The product is [CH2:13]([O:20][C:21]1[CH:26]=[CH:25][C:24]([C@@H:27]2[N:32]([C:5]([N:52]([C@@H:50]([C:42]3[CH:43]=[C:44]([C:46]([F:47])([F:48])[F:49])[CH:45]=[C:40]([CH2:38][CH3:39])[CH:41]=3)[CH3:51])[CH3:53])=[O:11])[CH2:31][CH2:30][N:29]3[C:33](=[O:36])[CH2:34][CH2:35][C@@H:28]23)=[C:23]([CH3:37])[CH:22]=1)[C:14]1[CH:19]=[CH:18][CH:17]=[CH:16][CH:15]=1. The yield is 0.390.